From a dataset of hERG Central: cardiac toxicity at 1µM, 10µM, and general inhibition. Predict hERG channel inhibition at various concentrations. (1) The drug is Cc1ccc(-n2nnnc2SCC(=O)NCC2(N3CCCCC3)CCCCC2)c(C)c1. Results: hERG_inhib (hERG inhibition (general)): blocker. (2) The drug is Cc1c(C(=O)NCc2ccccc2CN2CCCC2)oc2ccc(F)cc12. Results: hERG_inhib (hERG inhibition (general)): blocker. (3) The compound is CCn1c(SCc2ccc(F)cc2)nnc1C1CCN(S(=O)(=O)c2ccc(OC)cc2)CC1. Results: hERG_inhib (hERG inhibition (general)): blocker. (4) The drug is CN(C)CCNC(=O)/C(=C/c1cccc([N+](=O)[O-])c1)NC(=O)c1ccccc1. Results: hERG_inhib (hERG inhibition (general)): blocker.